Dataset: Full USPTO retrosynthesis dataset with 1.9M reactions from patents (1976-2016). Task: Predict the reactants needed to synthesize the given product. (1) The reactants are: Br[CH2:2][C:3]([C:5]1[CH:10]=[CH:9][C:8]([NH:11][C:12](=[O:14])[CH3:13])=[CH:7][C:6]=1[F:15])=[O:4].[CH3:16][C:17]1[NH:21][C:20](=[O:22])[C:19]([C:26]2[CH:31]=[CH:30][CH:29]=[CH:28][CH:27]=2)([CH2:23][CH2:24][CH3:25])[N:18]=1.C(=O)([O-])[O-].[K+].CC(C)=O.[K+].C1CCCCC1.C(OCC)(=O)C. Given the product [F:15][C:6]1[CH:7]=[C:8]([NH:11][C:12](=[O:14])[CH3:13])[CH:9]=[CH:10][C:5]=1[C:3](=[O:4])[CH2:2][N:21]1[C:20](=[O:22])[C:19]([C:26]2[CH:31]=[CH:30][CH:29]=[CH:28][CH:27]=2)([CH2:23][CH2:24][CH3:25])[N:18]=[C:17]1[CH3:16], predict the reactants needed to synthesize it. (2) Given the product [CH:1]1([CH:7]([NH:19][C:20]2[CH:21]=[CH:22][C:23]([C:26]([NH:28][CH2:29][CH2:30][C:31]([OH:33])=[O:32])=[O:27])=[CH:24][CH:25]=2)[C:8]2[O:9][C:10]3[CH:17]=[C:16]([F:18])[CH:15]=[CH:14][C:11]=3[C:12]=2[CH3:13])[CH2:6][CH2:5][CH2:4][CH2:3][CH2:2]1, predict the reactants needed to synthesize it. The reactants are: [CH:1]1([CH:7]([NH:19][C:20]2[CH:25]=[CH:24][C:23]([C:26]([NH:28][CH2:29][CH2:30][C:31]([O:33]CC)=[O:32])=[O:27])=[CH:22][CH:21]=2)[C:8]2[O:9][C:10]3[CH:17]=[C:16]([F:18])[CH:15]=[CH:14][C:11]=3[C:12]=2[CH3:13])[CH2:6][CH2:5][CH2:4][CH2:3][CH2:2]1.O1CCCC1.[OH-].[Na+]. (3) Given the product [NH2:5][C@@:6]1([C:26]([NH2:27])=[O:29])[C@H:11]([O:12][CH2:13][C:14]2[CH:19]=[CH:18][C:17]([Cl:20])=[C:16]([Cl:21])[CH:15]=2)[CH2:10][C@@H:9]2[C@H:7]1[C@@:8]2([F:25])[C:22]([NH2:24])=[O:23], predict the reactants needed to synthesize it. The reactants are: CS(C)=O.[NH2:5][C@@:6]1([C:26]#[N:27])[C@H:11]([O:12][CH2:13][C:14]2[CH:19]=[CH:18][C:17]([Cl:20])=[C:16]([Cl:21])[CH:15]=2)[CH2:10][C@@H:9]2[C@H:7]1[C@@:8]2([F:25])[C:22]([NH2:24])=[O:23].C(=O)([O-])[O-:29].[K+].[K+].OO. (4) Given the product [F:28][C:21]1[C:20]2[NH:19][CH:18]=[C:17]3[C:15](=[O:14])[N:1]([C:3]4[CH:4]=[C:5]([CH:9]=[CH:10][CH:11]=4)[C:6]([OH:8])=[O:7])[N:2]=[C:26]3[C:25]=2[CH:24]=[CH:23][CH:22]=1, predict the reactants needed to synthesize it. The reactants are: [NH:1]([C:3]1[CH:4]=[C:5]([CH:9]=[CH:10][CH:11]=1)[C:6]([OH:8])=[O:7])[NH2:2].C([O:14][C:15]([C:17]1[CH:18]=[N:19][C:20]2[C:25]([C:26]=1Cl)=[CH:24][CH:23]=[CH:22][C:21]=2[F:28])=O)C.[OH-].[Li+].Cl. (5) Given the product [CH2:1]([O:3][C:4]([C@@H:5]1[C@H:23]([C:22]2[CH:29]=[CH:30][C:19]([F:18])=[CH:20][CH:21]=2)[C@H:6]1[C:7]1[CH:12]=[CH:11][N:10]=[C:9]([CH:13]2[CH2:15][CH2:14]2)[CH:8]=1)=[O:16])[CH3:2], predict the reactants needed to synthesize it. The reactants are: [CH2:1]([O:3][C:4](=[O:16])/[CH:5]=[CH:6]/[C:7]1[CH:12]=[CH:11][N:10]=[C:9]([CH:13]2[CH2:15][CH2:14]2)[CH:8]=1)[CH3:2].[Br-].[F:18][C:19]1[CH:30]=[CH:29][C:22]([CH2:23][S+]2CCCC2)=[CH:21][CH:20]=1. (6) Given the product [CH3:12][C:11]([Si:14]([CH3:38])([CH3:37])[O:15][CH2:16][C@@H:17]([O:19][C:20]1[CH:21]=[C:22]([CH:26]=[C:27]([O:29][CH2:30][C:31]2[CH:32]=[CH:33][CH:34]=[CH:35][CH:36]=2)[CH:28]=1)[C:23]([NH:71][C:68]1[CH:69]=[CH:70][N:66]([CH:64]([CH3:65])[CH3:63])[N:67]=1)=[O:25])[CH3:18])([CH3:13])[CH3:10], predict the reactants needed to synthesize it. The reactants are: CCN(C(C)C)C(C)C.[CH3:10][C:11]([Si:14]([CH3:38])([CH3:37])[O:15][CH2:16][C@@H:17]([O:19][C:20]1[CH:21]=[C:22]([CH:26]=[C:27]([O:29][CH2:30][C:31]2[CH:36]=[CH:35][CH:34]=[CH:33][CH:32]=2)[CH:28]=1)[C:23]([OH:25])=O)[CH3:18])([CH3:13])[CH3:12].CN(C(ON1N=NC2C=CC=NC1=2)=[N+](C)C)C.F[P-](F)(F)(F)(F)F.[CH3:63][CH:64]([N:66]1[CH:70]=[CH:69][C:68]([NH2:71])=[N:67]1)[CH3:65].